Dataset: Full USPTO retrosynthesis dataset with 1.9M reactions from patents (1976-2016). Task: Predict the reactants needed to synthesize the given product. (1) Given the product [Cl:26][C:27]1[CH:32]=[CH:31][CH:30]=[CH:29][C:28]=1[CH2:33][C:34]1[N:35]=[C:23]([CH:11]2[CH2:10][CH:9]([C:6]3[CH:7]=[CH:8][C:3]([CH2:1][CH3:2])=[CH:4][CH:5]=3)[CH2:14][N:13]([C:15]([N:17]3[CH2:22][CH2:21][O:20][CH2:19][CH2:18]3)=[O:16])[CH2:12]2)[O:25][N:36]=1, predict the reactants needed to synthesize it. The reactants are: [CH2:1]([C:3]1[CH:8]=[CH:7][C:6]([CH:9]2[CH2:14][N:13]([C:15]([N:17]3[CH2:22][CH2:21][O:20][CH2:19][CH2:18]3)=[O:16])[CH2:12][CH:11]([C:23]([OH:25])=O)[CH2:10]2)=[CH:5][CH:4]=1)[CH3:2].[Cl:26][C:27]1[CH:32]=[CH:31][CH:30]=[CH:29][C:28]=1[CH2:33][C:34](=[N:36]O)[NH2:35]. (2) Given the product [N:1]1[CH:6]=[CH:5][N:4]=[CH:3][C:2]=1[C:7]1[CH:14]=[CH:13][C:10](/[CH:11]=[CH:23]/[CH:24]=[O:25])=[CH:9][CH:8]=1, predict the reactants needed to synthesize it. The reactants are: [N:1]1[CH:6]=[CH:5][N:4]=[CH:3][C:2]=1[C:7]1[CH:14]=[CH:13][C:10]([CH:11]=O)=[CH:9][CH:8]=1.N1(C2C=C[C:23]([CH:24]=[O:25])=CC=2)C=CC=N1. (3) Given the product [CH3:31][O:32][C:33]1[CH:40]=[C:39]([O:41][CH3:42])[CH:38]=[CH:37][C:34]=1[CH2:35][NH:36][C:2]1[N:11]=[C:10]([NH:12][NH:13][C:14](=[O:16])[CH3:15])[C:9]2[CH:8]=[CH:7][C:6]3[O:17][C:18]([F:21])([F:20])[O:19][C:5]=3[C:4]=2[N:3]=1, predict the reactants needed to synthesize it. The reactants are: Cl[C:2]1[N:11]=[C:10]([NH:12][NH:13][C:14](=[O:16])[CH3:15])[C:9]2[CH:8]=[CH:7][C:6]3[O:17][C:18]([F:21])([F:20])[O:19][C:5]=3[C:4]=2[N:3]=1.C(N(CC)C(C)C)(C)C.[CH3:31][O:32][C:33]1[CH:40]=[C:39]([O:41][CH3:42])[CH:38]=[CH:37][C:34]=1[CH2:35][NH2:36]. (4) Given the product [F:21][C:22]1[CH:30]=[C:29]([F:31])[CH:28]=[CH:27][C:23]=1[C:24]([N:17]1[CH2:18][CH2:19][CH2:20][CH:15]([C:12]2[N:11]=[C:10]([C:4]3[CH:5]=[CH:6][C:7]([F:9])=[CH:8][C:3]=3[F:2])[O:14][N:13]=2)[CH2:16]1)=[O:25], predict the reactants needed to synthesize it. The reactants are: Cl.[F:2][C:3]1[CH:8]=[C:7]([F:9])[CH:6]=[CH:5][C:4]=1[C:10]1[O:14][N:13]=[C:12]([CH:15]2[CH2:20][CH2:19][CH2:18][NH:17][CH2:16]2)[N:11]=1.[F:21][C:22]1[CH:30]=[C:29]([F:31])[CH:28]=[CH:27][C:23]=1[C:24](Cl)=[O:25]. (5) The reactants are: [Cl:1][C:2]1[CH:7]=[C:6]([Cl:8])[CH:5]=[CH:4][C:3]=1[C:9]1[CH:14]=[CH:13][C:12]([OH:15])=[C:11]([CH:16]=[O:17])[CH:10]=1.N1C=CC=CC=1.[S:24](O[S:24]([C:27]([F:30])([F:29])[F:28])(=[O:26])=[O:25])([C:27]([F:30])([F:29])[F:28])(=[O:26])=[O:25]. Given the product [Cl:1][C:2]1[CH:7]=[C:6]([Cl:8])[CH:5]=[CH:4][C:3]=1[C:9]1[CH:14]=[CH:13][C:12]([O:15][S:24]([C:27]([F:30])([F:29])[F:28])(=[O:26])=[O:25])=[C:11]([CH:16]=[O:17])[CH:10]=1, predict the reactants needed to synthesize it. (6) Given the product [Si:1]([O:18][CH2:19][CH2:20][C:21]1([C:45]2[CH:50]=[CH:49][CH:48]=[CH:47][CH:46]=2)[N:25]([C:26](=[S:27])[NH2:28])[N:24]=[C:23]([C:37]2[CH:42]=[C:41]([F:43])[CH:40]=[CH:39][C:38]=2[F:44])[S:22]1)([C:14]([CH3:15])([CH3:16])[CH3:17])([C:8]1[CH:9]=[CH:10][CH:11]=[CH:12][CH:13]=1)[C:2]1[CH:7]=[CH:6][CH:5]=[CH:4][CH:3]=1, predict the reactants needed to synthesize it. The reactants are: [Si:1]([O:18][CH2:19][CH2:20][C:21]1([C:45]2[CH:50]=[CH:49][CH:48]=[CH:47][CH:46]=2)[N:25]([C:26]([NH:28]C(=O)C2C=CC=CC=2)=[S:27])[N:24]=[C:23]([C:37]2[CH:42]=[C:41]([F:43])[CH:40]=[CH:39][C:38]=2[F:44])[S:22]1)([C:14]([CH3:17])([CH3:16])[CH3:15])([C:8]1[CH:13]=[CH:12][CH:11]=[CH:10][CH:9]=1)[C:2]1[CH:7]=[CH:6][CH:5]=[CH:4][CH:3]=1.NN. (7) Given the product [C:29]([O:28][C:27]([NH:26][CH:18]1[CH2:17][C:16]2[C:21](=[CH:22][CH:23]=[C:14]([O:13][C:12]3[CH:34]=[CH:35][CH:36]=[C:10]([O:9][CH3:8])[CH:11]=3)[CH:15]=2)[NH:20][C:19]1=[N:2][NH:1][C:3]([O:5][CH2:6][CH3:7])=[O:4])=[O:33])([CH3:32])([CH3:31])[CH3:30], predict the reactants needed to synthesize it. The reactants are: [NH:1]([C:3]([O:5][CH2:6][CH3:7])=[O:4])[NH2:2].[CH3:8][O:9][C:10]1[CH:11]=[C:12]([CH:34]=[CH:35][CH:36]=1)[O:13][C:14]1[CH:15]=[C:16]2[C:21](=[CH:22][CH:23]=1)[N:20]=[C:19](SC)[CH:18]([NH:26][C:27](=[O:33])[O:28][C:29]([CH3:32])([CH3:31])[CH3:30])[CH2:17]2. (8) Given the product [CH3:1][O:2][C:3](=[O:14])[C:4]1[CH:9]=[CH:8][CH:7]=[C:6]([N+:10]([O-:12])=[O:11])[C:5]=1[NH:13][C:24](=[O:25])[C:23]([F:34])([F:33])[F:22], predict the reactants needed to synthesize it. The reactants are: [CH3:1][O:2][C:3](=[O:14])[C:4]1[CH:9]=[CH:8][CH:7]=[C:6]([N+:10]([O-:12])=[O:11])[C:5]=1[NH2:13].CCN(CC)CC.[F:22][C:23]([F:34])([F:33])[C:24](O[C:24](=[O:25])[C:23]([F:34])([F:33])[F:22])=[O:25]. (9) Given the product [F:21][C@@H:19]1[CH2:20][N:16]([C:14](=[O:15])[CH2:13][NH:12][C:7]23[CH2:6][CH2:5][C:4]([C:1]([NH:24][C:25]4[CH:32]=[CH:31][C:28]([CH:29]=[CH2:30])=[CH:27][CH:26]=4)=[O:2])([CH2:9][CH2:8]2)[CH2:11][CH2:10]3)[C@H:17]([C:22]#[N:23])[CH2:18]1, predict the reactants needed to synthesize it. The reactants are: [C:1]([C:4]12[CH2:11][CH2:10][C:7]([NH:12][CH2:13][C:14]([N:16]3[CH2:20][C@@H:19]([F:21])[CH2:18][C@H:17]3[C:22]#[N:23])=[O:15])([CH2:8][CH2:9]1)[CH2:6][CH2:5]2)(O)=[O:2].[NH2:24][C:25]1[CH:32]=[CH:31][C:28]([CH:29]=[CH2:30])=[CH:27][CH:26]=1. (10) Given the product [ClH:36].[ClH:36].[NH2:7][CH2:8][CH2:9][C:10]([C:30]1[CH:31]=[CH:32][C:33]([Cl:36])=[CH:34][CH:35]=1)([F:29])[C:11]([N:12]1[CH2:17][CH2:16][N:15]([C:18]2[C:27]3[C:22](=[CH:23][CH:24]=[CH:25][CH:26]=3)[N:21]=[CH:20][N:19]=2)[CH2:14][CH2:13]1)=[O:28], predict the reactants needed to synthesize it. The reactants are: C(OC(=O)[NH:7][CH2:8][CH2:9][C:10]([C:30]1[CH:35]=[CH:34][C:33]([Cl:36])=[CH:32][CH:31]=1)([F:29])[C:11](=[O:28])[N:12]1[CH2:17][CH2:16][N:15]([C:18]2[C:27]3[C:22](=[CH:23][CH:24]=[CH:25][CH:26]=3)[N:21]=[CH:20][N:19]=2)[CH2:14][CH2:13]1)(C)(C)C.